Dataset: Full USPTO retrosynthesis dataset with 1.9M reactions from patents (1976-2016). Task: Predict the reactants needed to synthesize the given product. (1) Given the product [CH:12]1([CH2:11][CH2:10][CH2:9][C@@H:8]([C:18]2[O:22][N:21]=[C:20]([C:23]([NH:41][CH2:40][C:39]([O:38][CH3:37])=[O:42])=[O:24])[N:19]=2)[CH2:7][C:6]([O:5][C:1]([CH3:2])([CH3:3])[CH3:4])=[O:28])[CH2:13][CH2:14][CH2:15][CH2:16][CH2:17]1, predict the reactants needed to synthesize it. The reactants are: [C:1]([O:5][C:6](=[O:28])[CH2:7][C@H:8]([C:18]1[O:22][N:21]=[C:20]([C:23](OCC)=[O:24])[N:19]=1)[CH2:9][CH2:10][CH2:11][CH:12]1[CH2:17][CH2:16][CH2:15][CH2:14][CH2:13]1)([CH3:4])([CH3:3])[CH3:2].C(N(CC)CC)C.Cl.[CH3:37][O:38][C:39](=[O:42])[CH2:40][NH2:41]. (2) Given the product [F:23][C@H:24]1[C@@H:29]([O:30][C:31]2[CH:38]=[CH:37][C:36]([C:2]3[N:3]=[C:4]([NH:8][C:9]4[CH:14]=[CH:13][C:12]([N:15]5[CH2:20][CH2:19][O:18][CH2:17][C@H:16]5[CH2:21][OH:22])=[CH:11][CH:10]=4)[N:5]=[CH:6][N:7]=3)=[CH:35][C:32]=2[C:33]#[N:34])[CH2:28][CH2:27][N:26]([C:48](=[O:52])[C@@H:49]([OH:51])[CH3:50])[CH2:25]1, predict the reactants needed to synthesize it. The reactants are: Cl[C:2]1[N:7]=[CH:6][N:5]=[C:4]([NH:8][C:9]2[CH:14]=[CH:13][C:12]([N:15]3[CH2:20][CH2:19][O:18][CH2:17][C@H:16]3[CH2:21][OH:22])=[CH:11][CH:10]=2)[N:3]=1.[F:23][C@H:24]1[C@@H:29]([O:30][C:31]2[CH:38]=[CH:37][C:36](B3OC(C)(C)C(C)(C)O3)=[CH:35][C:32]=2[C:33]#[N:34])[CH2:28][CH2:27][N:26]([C:48](=[O:52])[C@@H:49]([OH:51])[CH3:50])[CH2:25]1.C(=O)([O-])[O-].[Na+].[Na+]. (3) Given the product [CH3:11][C:8]1[CH:9]=[CH:10][C:5]([NH:4][C:12]2([C:1]#[N:2])[CH2:15][CH2:14][CH2:13]2)=[CH:6][CH:7]=1, predict the reactants needed to synthesize it. The reactants are: [C-:1]#[N:2].[Na+].[NH2:4][C:5]1[CH:10]=[CH:9][C:8]([CH3:11])=[CH:7][CH:6]=1.[C:12]1(=O)[CH2:15][CH2:14][CH2:13]1.C(OCC)(=O)C. (4) Given the product [OH:1][C:2]1[CH:3]=[C:4]2[C:9](=[CH:10][C:11]=1[CH3:12])[O:8][C:7]1([CH2:21][C:20]([CH3:22])([CH3:23])[C:19]3[C:14](=[CH:15][C:16]([CH3:25])=[C:17]([O:24][CH2:35][CH2:36][CH2:37][C:38]([OH:40])=[O:39])[CH:18]=3)[O:13]1)[CH2:6][C:5]2([CH3:27])[CH3:26], predict the reactants needed to synthesize it. The reactants are: [OH:1][C:2]1[CH:3]=[C:4]2[C:9](=[CH:10][C:11]=1[CH3:12])[O:8][C:7]1([CH2:21][C:20]([CH3:23])([CH3:22])[C:19]3[C:14](=[CH:15][C:16]([CH3:25])=[C:17]([OH:24])[CH:18]=3)[O:13]1)[CH2:6][C:5]2([CH3:27])[CH3:26].C(=O)([O-])[O-].[K+].[K+].Br[CH2:35][CH2:36][CH2:37][C:38]([O:40]CC)=[O:39].[OH-].[Na+].Cl. (5) Given the product [Cl:1][C:2]1[CH:7]=[C:6]([C:8]([F:11])([F:10])[F:9])[CH:5]=[C:4]([Cl:12])[C:3]=1[N:13]=[C:14]([N:23]([CH2:24][CH2:25][CH3:26])[CH2:20][CH2:21][CH3:22])[C:15]([F:18])([F:17])[F:16], predict the reactants needed to synthesize it. The reactants are: [Cl:1][C:2]1[CH:7]=[C:6]([C:8]([F:11])([F:10])[F:9])[CH:5]=[C:4]([Cl:12])[C:3]=1[N:13]=[C:14](Cl)[C:15]([F:18])([F:17])[F:16].[CH2:20]([NH:23][CH2:24][CH2:25][CH3:26])[CH2:21][CH3:22].C(N(CC)CC)C.O. (6) Given the product [CH2:11]([C:9]1[N:8]([C@@H:13]2[C:21]3[C:16](=[CH:17][C:18]([C:22]4[CH:27]=[CH:26][CH:25]=[CH:24][C:23]=4[C:28]4[N:32]([C:33]([C:40]5[CH:41]=[CH:42][CH:43]=[CH:44][CH:45]=5)([C:34]5[CH:35]=[CH:36][CH:37]=[CH:38][CH:39]=5)[C:46]5[CH:47]=[CH:48][CH:49]=[CH:50][CH:51]=5)[N:31]=[N:30][N:29]=4)=[CH:19][CH:20]=3)[CH2:15][CH2:14]2)[C:6]2=[N:7][C:2]([CH2:60][C:59](=[O:58])[CH3:61])=[CH:3][C:4]([CH3:52])=[C:5]2[N:10]=1)[CH3:12], predict the reactants needed to synthesize it. The reactants are: Cl[C:2]1[N:7]=[C:6]2[N:8]([C@@H:13]3[C:21]4[C:16](=[CH:17][C:18]([C:22]5[CH:27]=[CH:26][CH:25]=[CH:24][C:23]=5[C:28]5[N:32]([C:33]([C:46]6[CH:51]=[CH:50][CH:49]=[CH:48][CH:47]=6)([C:40]6[CH:45]=[CH:44][CH:43]=[CH:42][CH:41]=6)[C:34]6[CH:39]=[CH:38][CH:37]=[CH:36][CH:35]=6)[N:31]=[N:30][N:29]=5)=[CH:19][CH:20]=4)[CH2:15][CH2:14]3)[C:9]([CH2:11][CH3:12])=[N:10][C:5]2=[C:4]([CH3:52])[CH:3]=1.N#N.C([O:58][C:59]([CH3:61])=[CH2:60])(=O)C.C1(P(C2C=CC=CC=2C2C(OC)=CC=CC=2OC)C2CCCCC2)CCCCC1.C[O-].C([Sn+](CCCC)CCCC)CCC.